Dataset: Full USPTO retrosynthesis dataset with 1.9M reactions from patents (1976-2016). Task: Predict the reactants needed to synthesize the given product. (1) Given the product [C:1]([O:5][C:6]([N:8]1[CH2:13][CH2:12][CH:11]([C:14]2[S:15][CH:16]=[CH:17][C:18]=2[CH2:19][OH:20])[CH2:10][CH2:9]1)=[O:7])([CH3:4])([CH3:2])[CH3:3], predict the reactants needed to synthesize it. The reactants are: [C:1]([O:5][C:6]([N:8]1[CH2:13][CH2:12][CH:11]([C:14]2[S:15][CH:16]=[CH:17][C:18]=2[C:19](OC)=[O:20])[CH2:10][CH2:9]1)=[O:7])([CH3:4])([CH3:3])[CH3:2].CO. (2) Given the product [CH2:19]([O:16][C@H:12]1[CH2:13][CH2:14][CH2:15][C@H:11]1[O:10][C:8]1[CH:7]=[CH:6][C:3]([C:4]#[N:5])=[C:2]([Cl:1])[CH:9]=1)[CH:18]=[CH2:17], predict the reactants needed to synthesize it. The reactants are: [Cl:1][C:2]1[CH:9]=[C:8]([O:10][C@@H:11]2[CH2:15][CH2:14][CH2:13][C@@H:12]2[OH:16])[CH:7]=[CH:6][C:3]=1[C:4]#[N:5].[CH2:17](I)[CH:18]=[CH2:19]. (3) Given the product [CH3:1][O:2][C:3]1[CH:9]=[CH:8][C:6]2[N:7]=[C:19]([C:18]([Cl:24])([Cl:23])[Cl:17])[N:10]([CH2:11][CH2:12][CH2:13][CH2:14][O:15][CH3:16])[C:5]=2[CH:4]=1, predict the reactants needed to synthesize it. The reactants are: [CH3:1][O:2][C:3]1[CH:9]=[CH:8][C:6]([NH2:7])=[C:5]([NH:10][CH2:11][CH2:12][CH2:13][CH2:14][O:15][CH3:16])[CH:4]=1.[Cl:17][C:18]([Cl:24])([Cl:23])[C:19](=N)OC. (4) Given the product [BrH:42].[NH2:1][C:2]1[N:10]=[C:9]([O:11][CH2:12][CH2:13][CH2:14][CH3:15])[N:8]=[C:7]2[C:3]=1[NH:4][C:5](=[O:41])[N:6]2[CH2:16][CH2:17][CH2:18][N:19]([CH2:29][C:30]1[CH:31]=[CH:32][C:33]([CH2:36][C:37]([O:39][CH3:40])=[O:38])=[CH:34][CH:35]=1)[CH2:20][CH2:21][CH2:22][N:23]1[CH2:24][CH2:25][CH2:26][CH2:27][CH2:28]1, predict the reactants needed to synthesize it. The reactants are: [NH2:1][C:2]1[N:10]=[C:9]([O:11][CH2:12][CH2:13][CH2:14][CH3:15])[N:8]=[C:7]2[C:3]=1[NH:4][C:5](=[O:41])[N:6]2[CH2:16][CH2:17][CH2:18][N:19]([CH2:29][C:30]1[CH:35]=[CH:34][C:33]([CH2:36][C:37]([O:39][CH3:40])=[O:38])=[CH:32][CH:31]=1)[CH2:20][CH2:21][CH2:22][N:23]1[CH2:28][CH2:27][CH2:26][CH2:25][CH2:24]1.[BrH:42]. (5) The reactants are: F[C:2]1[CH:3]=[C:4]2[C:9](=[CH:10][C:11]=1[N+:12]([O-:14])=[O:13])[NH:8][C:7](=[O:15])[N:6]([NH:16][S:17]([CH3:20])(=[O:19])=[O:18])[C:5]2=[O:21].[NH2:22][CH:23]([CH2:26][CH3:27])[CH2:24][OH:25]. Given the product [OH:25][CH2:24][CH:23]([NH:22][C:2]1[CH:3]=[C:4]2[C:9](=[CH:10][C:11]=1[N+:12]([O-:14])=[O:13])[NH:8][C:7](=[O:15])[N:6]([NH:16][S:17]([CH3:20])(=[O:19])=[O:18])[C:5]2=[O:21])[CH2:26][CH3:27], predict the reactants needed to synthesize it. (6) Given the product [C:34]1([NH:33][C:31](=[O:32])[C:30]2[CH:41]=[CH:42][CH:43]=[C:28]([NH:27][C:2]3[C:7]([C:8]4[N:9]=[C:10]([NH:14][C:15]5[CH:16]=[C:17]([O:25][CH3:26])[C:18]([O:23][CH3:24])=[C:19]([O:21][CH3:22])[CH:20]=5)[N:11]=[CH:12][N:13]=4)=[CH:6][CH:5]=[CH:4][N:3]=3)[CH:29]=2)[CH:35]=[CH:36][CH:37]=[CH:38][CH:39]=1, predict the reactants needed to synthesize it. The reactants are: Cl[C:2]1[C:7]([C:8]2[N:13]=[CH:12][N:11]=[C:10]([NH:14][C:15]3[CH:20]=[C:19]([O:21][CH3:22])[C:18]([O:23][CH3:24])=[C:17]([O:25][CH3:26])[CH:16]=3)[N:9]=2)=[CH:6][CH:5]=[CH:4][N:3]=1.[NH2:27][C:28]1[CH:29]=[C:30]([CH:41]=[CH:42][CH:43]=1)[C:31]([NH:33][C:34]1[CH:39]=[CH:38][C:37](Cl)=[CH:36][CH:35]=1)=[O:32].NC1C=CC=CC=1. (7) Given the product [OH:1][C:2]1[C:3]([C:13]([O:15][CH2:21][CH3:22])=[O:14])=[CH:4][C:5]2[CH2:10][CH2:9][CH2:8][CH2:12][C:6]=2[N:7]=1, predict the reactants needed to synthesize it. The reactants are: [OH:1][C:2]1[N:7]=[C:6]2[C:8]([CH3:12])(C)[CH2:9][CH2:10][C:5]2=[CH:4][C:3]=1[C:13]([OH:15])=[O:14].S(=O)(=O)(O)O.[CH2:21](O)[CH3:22]. (8) Given the product [OH:37][CH:1]([C:3]1[N:8]=[C:7]([C:9]2[N:14]=[CH:13][C:12]3[CH:15]=[N:16][N:17]([C:18]4[N:23]=[C:22]([N:24]5[CH2:25][CH2:26][N:27]([C:30]([O:32][C:33]([CH3:36])([CH3:35])[CH3:34])=[O:31])[CH2:28][CH2:29]5)[CH:21]=[CH:20][CH:19]=4)[C:11]=3[CH:10]=2)[CH:6]=[N:5][CH:4]=1)[CH2:2][OH:46], predict the reactants needed to synthesize it. The reactants are: [CH:1]([C:3]1[N:8]=[C:7]([C:9]2[N:14]=[CH:13][C:12]3[CH:15]=[N:16][N:17]([C:18]4[N:23]=[C:22]([N:24]5[CH2:29][CH2:28][N:27]([C:30]([O:32][C:33]([CH3:36])([CH3:35])[CH3:34])=[O:31])[CH2:26][CH2:25]5)[CH:21]=[CH:20][CH:19]=4)[C:11]=3[CH:10]=2)[CH:6]=[N:5][CH:4]=1)=[CH2:2].[OH2:37].C[N+]1([O-])CCOCC1.[OH2:46]. (9) The reactants are: C(O[C:6]([N:8]1[CH2:12][CH2:11][CH:10]([CH2:13][OH:14])[CH2:9]1)=O)(C)(C)C.Cl.[Br:16][C:17]1[CH:18]=[CH:19][C:20]2[O:29][C:28]3[C:27](=[O:30])[NH:26][C:25](C4CCCN4)=[N:24][C:23]=3[C:21]=2[CH:22]=1.C(N(CC)CC)C. Given the product [Br:16][C:17]1[CH:18]=[CH:19][C:20]2[O:29][C:28]3[C:27](=[O:30])[NH:26][C:25]([CH2:6][N:8]4[CH2:12][CH2:11][CH:10]([CH2:13][OH:14])[CH2:9]4)=[N:24][C:23]=3[C:21]=2[CH:22]=1, predict the reactants needed to synthesize it. (10) Given the product [Cl:1][CH2:2][C:3]([NH:6][C@H:7]([C:17]1[CH:22]=[CH:21][C:20]([Cl:23])=[CH:19][CH:18]=1)[C@@H:8]([C:10]1[CH:15]=[CH:14][CH:13]=[C:12]([Cl:16])[CH:11]=1)[OH:9])=[O:4], predict the reactants needed to synthesize it. The reactants are: [Cl:1][CH2:2][C:3](Cl)=[O:4].[NH2:6][C@@H:7]([C:17]1[CH:22]=[CH:21][C:20]([Cl:23])=[CH:19][CH:18]=1)[C@H:8]([C:10]1[CH:15]=[CH:14][CH:13]=[C:12]([Cl:16])[CH:11]=1)[OH:9].C(N(CC)CC)C.[Cl-].[NH4+].